Dataset: Reaction yield outcomes from USPTO patents with 853,638 reactions. Task: Predict the reaction yield, written as a fraction of the theoretical maximum amount of product (1.0 means a 100% yield; for example, 0.34 means a 34% yield). (1) The reactants are Br[C:2]1[CH:7]=[C:6]([N+:8]([O-:10])=[O:9])[CH:5]=[CH:4][C:3]=1[NH:11][CH3:12].CCN(CC)CC.[CH3:20][C:21]([CH3:25])([CH3:24])[C:22]#[CH:23].N#N. The catalyst is C1(C)C=CC=CC=1.O.Cl[Pd](Cl)([P](C1C=CC=CC=1)(C1C=CC=CC=1)C1C=CC=CC=1)[P](C1C=CC=CC=1)(C1C=CC=CC=1)C1C=CC=CC=1.[Cu]I. The product is [CH3:20][C:21]([CH3:25])([CH3:24])[C:22]#[C:23][C:2]1[CH:7]=[C:6]([N+:8]([O-:10])=[O:9])[CH:5]=[CH:4][C:3]=1[NH:11][CH3:12]. The yield is 0.940. (2) The reactants are [N:1]1[O:2][N:3]=[C:4]2[CH:9]=[C:8]([C:10]3[O:14][C:13]([CH3:16])([CH3:15])[C:12](=[O:17])[CH:11]=3)[CH:7]=[CH:6][C:5]=12.C1C(=O)N([Br:25])C(=O)C1. The catalyst is C(Cl)(Cl)Cl.C(Cl)Cl. The product is [N:1]1[O:2][N:3]=[C:4]2[CH:9]=[C:8]([C:10]3[O:14][C:13]([CH3:15])([CH3:16])[C:12](=[O:17])[C:11]=3[Br:25])[CH:7]=[CH:6][C:5]=12. The yield is 0.600. (3) The product is [CH3:36][C:5]1[CH:10]=[C:9]([C:11]#[C:12][C:13]2[CH:14]=[N:15][N:16]3[C:21]([C:22]([F:25])([F:24])[F:23])=[CH:20][C:19]([C:26]4[CH:31]=[CH:30][C:29]([C:32]([F:35])([F:34])[F:33])=[CH:28][CH:27]=4)=[N:18][C:17]=23)[CH:8]=[CH:7][N:6]=1. The catalyst is C1COCC1.C([O-])(O)=O.[Na+].C1C=CC([P]([Pd]([P](C2C=CC=CC=2)(C2C=CC=CC=2)C2C=CC=CC=2)([P](C2C=CC=CC=2)(C2C=CC=CC=2)C2C=CC=CC=2)[P](C2C=CC=CC=2)(C2C=CC=CC=2)C2C=CC=CC=2)(C2C=CC=CC=2)C2C=CC=CC=2)=CC=1. The reactants are C[Zn]C.Cl[C:5]1[CH:10]=[C:9]([C:11]#[C:12][C:13]2[CH:14]=[N:15][N:16]3[C:21]([C:22]([F:25])([F:24])[F:23])=[CH:20][C:19]([C:26]4[CH:31]=[CH:30][C:29]([C:32]([F:35])([F:34])[F:33])=[CH:28][CH:27]=4)=[N:18][C:17]=23)[CH:8]=[CH:7][N:6]=1.[CH3:36]COC(C)=O. The yield is 0.260. (4) The catalyst is C1(C)C=CC=CC=1.S([O-])(O)(=O)=O.C([N+](CCCC)(CCCC)CCCC)CCC.O. The yield is 0.165. The product is [CH:1]1([N:7]2[CH2:15][C:14]3[C:9](=[CH:10][C:11]([N:16]4[CH2:17][CH2:18][N:19]([CH2:22][CH2:23][CH2:24][CH2:25][C:26]5([C:39](=[O:46])[NH:40][CH:41]([CH2:58][CH:57]=[CH2:56])[C:42]([F:45])([F:43])[F:44])[C:38]6[CH:37]=[CH:36][CH:35]=[CH:34][C:33]=6[C:32]6[C:27]5=[CH:28][CH:29]=[CH:30][CH:31]=6)[CH2:20][CH2:21]4)=[CH:12][CH:13]=3)[C:8]2=[O:47])[CH2:2][CH2:3][CH2:4][CH2:5][CH2:6]1. The reactants are [CH:1]1([N:7]2[CH2:15][C:14]3[C:9](=[CH:10][C:11]([N:16]4[CH2:21][CH2:20][N:19]([CH2:22][CH2:23][CH2:24][CH2:25][C:26]5([C:39](=[O:46])[NH:40][CH2:41][C:42]([F:45])([F:44])[F:43])[C:38]6[CH:37]=[CH:36][CH:35]=[CH:34][C:33]=6[C:32]6[C:27]5=[CH:28][CH:29]=[CH:30][CH:31]=6)[CH2:18][CH2:17]4)=[CH:12][CH:13]=3)[C:8]2=[O:47])[CH2:6][CH2:5][CH2:4][CH2:3][CH2:2]1.[OH-].[Na+].C(=O)([O-])[O-].[K+].[K+].[CH2:56](Br)[CH:57]=[CH2:58]. (5) The reactants are C([O:3][C:4](=O)[CH2:5][C:6]1([CH2:22][CH3:23])[C:11]2[NH:12][C:13]3[C:18]([C:10]=2[CH2:9][CH2:8][O:7]1)=[CH:17][C:16]([Br:19])=[CH:15][C:14]=3[CH2:20][CH3:21])C.[BH4-].[Li+]. The catalyst is O1CCCC1. The product is [Br:19][C:16]1[CH:17]=[C:18]2[C:13](=[C:14]([CH2:20][CH3:21])[CH:15]=1)[NH:12][C:11]1[C:6]([CH2:5][CH2:4][OH:3])([CH2:22][CH3:23])[O:7][CH2:8][CH2:9][C:10]2=1. The yield is 0.820.